From a dataset of Reaction yield outcomes from USPTO patents with 853,638 reactions. Predict the reaction yield, written as a fraction of the theoretical maximum amount of product (1.0 means a 100% yield; for example, 0.34 means a 34% yield). The reactants are [CH3:1][C:2]([CH3:25])([CH3:24])[C:3]#[C:4][C:5]1[S:9][C:8]([C:10]([O:12][CH3:13])=[O:11])=[C:7]([NH:14][CH:15]2[CH2:19][CH2:18][N:17]([CH:20]([CH3:22])[CH3:21])[C:16]2=[O:23])[CH:6]=1.N1C=CC=CC=1.[CH3:32][CH:33]1[CH2:38][CH2:37][CH:36]([C:39](Cl)=[O:40])[CH2:35][CH2:34]1. The catalyst is CN(C1C=CN=CC=1)C.ClC(Cl)C.CCOC(C)=O. The product is [CH3:25][C:2]([CH3:1])([CH3:24])[C:3]#[C:4][C:5]1[S:9][C:8]([C:10]([O:12][CH3:13])=[O:11])=[C:7]([N:14]([CH:15]2[CH2:19][CH2:18][N:17]([CH:20]([CH3:21])[CH3:22])[C:16]2=[O:23])[C:39]([C@H:36]2[CH2:37][CH2:38][C@H:33]([CH3:32])[CH2:34][CH2:35]2)=[O:40])[CH:6]=1. The yield is 0.680.